The task is: Predict which catalyst facilitates the given reaction.. This data is from Catalyst prediction with 721,799 reactions and 888 catalyst types from USPTO. (1) Reactant: [CH3:1][O:2][C:3]1[CH:4]=[C:5]([OH:12])[CH:6]=[C:7]([N+:9]([O-:11])=[O:10])[CH:8]=1.C([O-])([O-])=O.[K+].[K+].Br[CH2:20][CH2:21][O:22][CH2:23][CH2:24][O:25][CH2:26][CH2:27][O:28][CH3:29]. Product: [CH3:1][O:2][C:3]1[CH:8]=[C:7]([N+:9]([O-:11])=[O:10])[CH:6]=[C:5]([O:12][CH2:20][CH2:21][O:22][CH2:23][CH2:24][O:25][CH2:26][CH2:27][O:28][CH3:29])[CH:4]=1. The catalyst class is: 21. (2) Reactant: [NH2:1][C:2]1[C:7]([O:8][CH2:9][C:10]2[CH:15]=[CH:14][CH:13]=[CH:12][CH:11]=2)=[CH:6][CH:5]=[CH:4][N:3]=1.[CH:16]1([N+:22]#[C-:23])[CH2:21][CH2:20][CH2:19][CH2:18][CH2:17]1.Cl(O)(=O)(=O)=O.[C:29](Cl)(=[O:31])[CH3:30]. Product: [CH2:9]([O:8][C:7]1[C:2]2[N:3]([C:23]([N:22]([CH:16]3[CH2:21][CH2:20][CH2:19][CH2:18][CH2:17]3)[C:29](=[O:31])[CH3:30])=[C:9]([CH:10]3[CH2:15][CH2:14][CH2:13][CH2:12][CH2:11]3)[N:1]=2)[CH:4]=[CH:5][CH:6]=1)[C:10]1[CH:11]=[CH:12][CH:13]=[CH:14][CH:15]=1. The catalyst class is: 2. (3) Reactant: [CH3:1][NH:2][C:3](=[O:17])[N:4]([C:11]1[CH:16]=[CH:15][CH:14]=[CH:13][CH:12]=1)[CH:5]1[CH2:10][CH2:9][NH:8][CH2:7][CH2:6]1.[CH3:18][C:19]1[NH:23][C:22]([C:24]2[CH:29]=[CH:28][C:27]([C:30]([F:33])([F:32])[F:31])=[CH:26][CH:25]=2)=[N:21][C:20]=1[CH:34]=O.C(O[BH-](OC(=O)C)OC(=O)C)(=O)C.[Na+].C(=O)([O-])O.[Na+]. Product: [CH3:1][NH:2][C:3](=[O:17])[N:4]([CH:5]1[CH2:10][CH2:9][N:8]([CH2:18][C:19]2[N:23]=[C:22]([C:24]3[CH:25]=[CH:26][C:27]([C:30]([F:33])([F:32])[F:31])=[CH:28][CH:29]=3)[NH:21][C:20]=2[CH3:34])[CH2:7][CH2:6]1)[C:11]1[CH:16]=[CH:15][CH:14]=[CH:13][CH:12]=1. The catalyst class is: 96. (4) Reactant: [F:1][C:2]1[CH:10]=[C:9]2[C:5]([C:6]([CH2:11][CH2:12][NH2:13])=[CH:7][NH:8]2)=[CH:4][CH:3]=1.CCN(CC)CC.[C:21](OC(=O)C)(=[O:23])[CH3:22]. Product: [F:1][C:2]1[CH:10]=[C:9]2[C:5]([C:6]([CH2:11][CH2:12][NH:13][C:21](=[O:23])[CH3:22])=[CH:7][NH:8]2)=[CH:4][CH:3]=1. The catalyst class is: 2. (5) Reactant: [F:1][CH:2]([F:18])[CH2:3][O:4][CH:5]1[C:10](=O)[CH2:9][CH2:8][N:7]([C:12](=[O:17])[C:13]([F:16])([F:15])[F:14])[CH2:6]1.[CH2:19]([NH2:26])[C:20]1[CH:25]=[CH:24][CH:23]=[CH:22][CH:21]=1.C(O[BH-](OC(=O)C)OC(=O)C)(=O)C.[Na+]. Product: [CH2:19]([NH:26][C@H:10]1[CH2:9][CH2:8][N:7]([C:12](=[O:17])[C:13]([F:16])([F:15])[F:14])[CH2:6][C@H:5]1[O:4][CH2:3][CH:2]([F:18])[F:1])[C:20]1[CH:25]=[CH:24][CH:23]=[CH:22][CH:21]=1. The catalyst class is: 26.